Dataset: Full USPTO retrosynthesis dataset with 1.9M reactions from patents (1976-2016). Task: Predict the reactants needed to synthesize the given product. (1) The reactants are: C(N(CC)CC)C.[CH2:8]([OH:10])[CH3:9].[N:11]1[CH:16]=[CH:15][CH:14]=[CH:13][C:12]=1[S:17](Cl)(=[O:19])=[O:18]. Given the product [N:11]1[CH:16]=[CH:15][CH:14]=[CH:13][C:12]=1[S:17]([C:8](=[O:10])[CH3:9])(=[O:19])=[O:18], predict the reactants needed to synthesize it. (2) Given the product [OH:36]/[N:35]=[C:9](/[C:4]1[CH:5]=[CH:6][C:7](=[O:8])[N:2]([CH3:1])[CH:3]=1)\[CH2:10][CH:11]([C:19]1[CH:20]=[CH:21][C:22]([C:23]([NH:25][CH2:26][CH2:27][C:28]([OH:30])=[O:29])=[O:24])=[CH:31][CH:32]=1)[C:12]1[CH:17]=[CH:16][CH:15]=[CH:14][C:13]=1[CH3:18], predict the reactants needed to synthesize it. The reactants are: [CH3:1][N:2]1[C:7](=[O:8])[CH:6]=[CH:5][C:4]([C:9](=O)[CH2:10][CH:11]([C:19]2[CH:32]=[CH:31][C:22]([C:23]([NH:25][CH2:26][CH2:27][C:28]([OH:30])=[O:29])=[O:24])=[CH:21][CH:20]=2)[C:12]2[CH:17]=[CH:16][CH:15]=[CH:14][C:13]=2[CH3:18])=[CH:3]1.Cl.[NH2:35][OH:36].C([O-])(O)=O.[Na+]. (3) Given the product [CH3:65][O:66][C:67]1[CH:68]=[C:69]2[C:70](=[CH:77][C:78]=1[CH2:79][CH2:80][N:81]1[CH2:86][CH2:85][CH:84]([N:87]3[C:95]4[C:90](=[CH:91][CH:92]=[C:93]([C:96]([NH:98][CH3:99])=[O:97])[CH:94]=4)[CH:89]=[CH:88]3)[CH2:83][CH2:82]1)[C:8](=[O:12])[N:7]([CH3:13])[CH2:6][CH2:74]2, predict the reactants needed to synthesize it. The reactants are: OC1C=C2C(=CC=1)[C:8](=[O:12])[N:7]([CH3:13])[CH2:6]C2.COC1C(CCN2CCC(N3C4C(=CC=C(C(N)=O)C=4)C=C3)CC2)=C2C(C(=O)C(C)(C)CO2)=CC=1.C(C1C(OC)=CC2COC(=O)NC=2C=1)C=C.[CH3:65][O:66][C:67]1[C:78]([CH2:79][CH2:80][N:81]2[CH2:86][CH2:85][CH:84]([N:87]3[C:95]4[C:90](=[CH:91][CH:92]=[C:93]([C:96]([NH:98][CH3:99])=[O:97])[CH:94]=4)[CH:89]=[CH:88]3)[CH2:83][CH2:82]2)=[CH:77][C:70]2N(C)C(=O)O[CH2:74][C:69]=2[CH:68]=1. (4) Given the product [Cl:1][C:2]1[N:7]=[N:6][C:5]([NH:8][S:14]([C:17]2[CH:18]=[C:19]([CH:24]=[CH:25][CH:26]=2)[C:20]([O:22][CH3:23])=[O:21])(=[O:16])=[O:15])=[C:4]([O:9][CH3:10])[CH:3]=1, predict the reactants needed to synthesize it. The reactants are: [Cl:1][C:2]1[N:7]=[N:6][C:5]([NH2:8])=[C:4]([O:9][CH3:10])[CH:3]=1.[H-].[Na+].Cl[S:14]([C:17]1[CH:18]=[C:19]([CH:24]=[CH:25][CH:26]=1)[C:20]([O:22][CH3:23])=[O:21])(=[O:16])=[O:15].Cl. (5) Given the product [F:78][C:79]1[CH:91]=[CH:90][C:89]([F:92])=[CH:88][C:80]=1[O:81][CH:82]1[CH2:1][CH2:2][N:3]([C:4](=[O:40])[CH2:6][NH:23][C:21]([C:18]2[CH:17]=[C:16]([C:14]3[S:15][C:11]([Cl:10])=[CH:12][CH:13]=3)[NH:20][N:19]=2)=[O:22])[CH2:7][CH2:9]1, predict the reactants needed to synthesize it. The reactants are: [CH3:1][CH2:2][N:3]([CH:7]([CH3:9])C)[CH:4]([CH3:6])C.[Cl:10][C:11]1[S:15][C:14]([C:16]2[NH:20][N:19]=[C:18]([C:21]([NH:23]CC(O)=O)=[O:22])[CH:17]=2)=[CH:13][CH:12]=1.C1(C2NN=C(C(NCC(O)=O)=[O:40])C=2)C=CC=CC=1.C(C1SC(Cl)=CC=1)(=O)C.C1C=CC2N(O)N=NC=2C=1.CCN=C=NCCCN(C)C.Cl.Cl.[F:78][C:79]1[CH:91]=[CH:90][C:89]([F:92])=[CH:88][C:80]=1[O:81][CH:82]1CCNCC1.Cl.ClC1C=CC=CC=1OC1CCNCC1. (6) Given the product [NH2:23][C@@H:12]([CH2:11][CH2:10][C:7]1[CH:6]=[CH:5][C:4]([NH2:1])=[CH:9][N:8]=1)[C:13]([OH:15])=[O:14], predict the reactants needed to synthesize it. The reactants are: [N+:1]([C:4]1[CH:5]=[CH:6][C:7]([CH2:10][CH2:11][C@H:12]([NH:23]C(OCC2C=CC=CC=2)=O)[C:13]([O:15]CC2C=CC=CC=2)=[O:14])=[N:8][CH:9]=1)([O-])=O.C.[H][H]. (7) Given the product [C:18]([O:17][C:15](=[O:16])[C@@H:14]([N:13]1[CH:7]([NH:13][CH:14]([C:15]([O:17][C:18]([CH3:19])([CH3:21])[CH3:20])=[O:16])[CH2:22][CH3:23])[CH2:6][C:5]2[C:10](=[CH:11][C:2]([Cl:1])=[CH:3][CH:4]=2)[C:9]1=[O:12])[CH2:22][CH3:23])([CH3:19])([CH3:21])[CH3:20], predict the reactants needed to synthesize it. The reactants are: [Cl:1][C:2]1[CH:11]=[C:10]2[C:5]([CH:6]=[CH:7]O[C:9]2=[O:12])=[CH:4][CH:3]=1.[NH2:13][C@@H:14]([CH2:22][CH3:23])[C:15]([O:17][C:18]([CH3:21])([CH3:20])[CH3:19])=[O:16]. (8) The reactants are: Cl[C:2]1[C:3]2[N:10]=[CH:9][N:8]([CH2:11][CH3:12])[C:4]=2[N:5]=[N:6][CH:7]=1.[CH2:13]([S:15]([C:18]1[CH:23]=[CH:22][C:21]([C:24]2[C:25]([OH:39])=[CH:26][CH:27]=[C:28](B3OC(C)(C)C(C)(C)O3)[CH:29]=2)=[C:20]([O:40][CH3:41])[CH:19]=1)(=[O:17])=[O:16])[CH3:14].C(=O)([O-])[O-].[Na+].[Na+]. Given the product [CH2:11]([N:8]1[C:4]2[N:5]=[N:6][CH:7]=[C:2]([C:28]3[CH:29]=[C:24]([C:21]4[CH:22]=[CH:23][C:18]([S:15]([CH2:13][CH3:14])(=[O:16])=[O:17])=[CH:19][C:20]=4[O:40][CH3:41])[C:25]([OH:39])=[CH:26][CH:27]=3)[C:3]=2[N:10]=[CH:9]1)[CH3:12], predict the reactants needed to synthesize it. (9) Given the product [C:1]([C:4]1[CH:9]=[CH:8][C:7]([F:47])=[C:6]([NH:10][CH:11]([C:29]2[CH:30]=[CH:31][C:26]([Cl:25])=[C:27]([O:35][CH3:36])[CH:28]=2)[C:12]([OH:14])=[O:13])[CH:5]=1)(=[O:3])[NH2:2], predict the reactants needed to synthesize it. The reactants are: [C:1]([C:4]1[CH:5]=[C:6]([NH:10][CH:11](C2C=CC(OC)=C(OC)C=2)[C:12]([OH:14])=[O:13])[CH:7]=[CH:8][CH:9]=1)(=[O:3])[NH2:2].[Cl:25][C:26]1[CH:31]=[CH:30][C:29](B(O)O)=[CH:28][C:27]=1[O:35][CH3:36].NC1C=C(C=CC=1[F:47])C(N)=O.O.C(O)(=O)C=O. (10) Given the product [NH2:28][C@H:12]1[CH2:11][CH2:10][N:9]([C:14]([O:16][C:17]([CH3:20])([CH3:19])[CH3:18])=[O:15])[CH2:8][C@H:7]1[N:4]1[CH:5]=[N:6][C:2]([Cl:1])=[N:3]1, predict the reactants needed to synthesize it. The reactants are: [Cl:1][C:2]1[N:6]=[CH:5][N:4]([CH:7]2[C:12](=O)[CH2:11][CH2:10][N:9]([C:14]([O:16][C:17]([CH3:20])([CH3:19])[CH3:18])=[O:15])[CH2:8]2)[N:3]=1.FC(F)(F)C([O-])=O.[NH4+:28].C(O[BH-](OC(=O)C)OC(=O)C)(=O)C.[Na+].C(=O)(O)[O-].[Na+].